From a dataset of Catalyst prediction with 721,799 reactions and 888 catalyst types from USPTO. Predict which catalyst facilitates the given reaction. (1) Reactant: [C:1]1([CH2:7][CH2:8][CH2:9][OH:10])[CH:6]=[CH:5][CH:4]=[CH:3][CH:2]=1.[H-].[Na+].[C:13]([O:17]C)(=[O:16])[CH:14]=[CH2:15]. Product: [C:1]1([CH2:7][CH2:8][CH2:9][O:10][CH2:15][CH2:14][C:13]([OH:17])=[O:16])[CH:6]=[CH:5][CH:4]=[CH:3][CH:2]=1. The catalyst class is: 1. (2) Reactant: [N:1]([C:4]1[C:13]([S:14][CH2:15][C:16]2[CH:21]=[CH:20][CH:19]=[CH:18][CH:17]=2)=[CH:12][C:7]([C:8]([O:10][CH3:11])=[O:9])=[C:6]([NH:22][C:23]2[CH:28]=[CH:27][CH:26]=[CH:25][C:24]=2[Cl:29])[C:5]=1[F:30])=[N+]=[N-].[H][H]. Product: [NH2:1][C:4]1[C:13]([S:14][CH2:15][C:16]2[CH:21]=[CH:20][CH:19]=[CH:18][CH:17]=2)=[CH:12][C:7]([C:8]([O:10][CH3:11])=[O:9])=[C:6]([NH:22][C:23]2[CH:28]=[CH:27][CH:26]=[CH:25][C:24]=2[Cl:29])[C:5]=1[F:30]. The catalyst class is: 19. (3) Reactant: [CH2:1]([O:8][C:9]1[CH:10]=[CH:11][C:12]([C@@H:20]([O:57][Si:58]([CH3:64])([CH3:63])[C:59]([CH3:62])([CH3:61])[CH3:60])[CH2:21][N:22]([C:50]([O:52][C:53]([CH3:56])([CH3:55])[CH3:54])=[O:51])[CH2:23][CH2:24][CH2:25][CH2:26][CH2:27][O:28][C:29]([NH:31][C:32]2[CH:33]=[C:34]([C:38]([OH:49])([C:43]3[CH:48]=[CH:47][CH:46]=[CH:45][CH:44]=3)[C:39]([O:41]C)=[O:40])[CH:35]=[CH:36][CH:37]=2)=[O:30])=[C:13]2[C:18]=1[NH:17][C:16](=[O:19])[CH:15]=[CH:14]2)[C:2]1[CH:7]=[CH:6][CH:5]=[CH:4][CH:3]=1.[Li+].[OH-].Cl. Product: [CH2:1]([O:8][C:9]1[CH:10]=[CH:11][C:12]([C@@H:20]([O:57][Si:58]([CH3:64])([CH3:63])[C:59]([CH3:62])([CH3:61])[CH3:60])[CH2:21][N:22]([C:50]([O:52][C:53]([CH3:56])([CH3:54])[CH3:55])=[O:51])[CH2:23][CH2:24][CH2:25][CH2:26][CH2:27][O:28][C:29]([NH:31][C:32]2[CH:33]=[C:34]([C:38]([OH:49])([C:43]3[CH:44]=[CH:45][CH:46]=[CH:47][CH:48]=3)[C:39]([OH:41])=[O:40])[CH:35]=[CH:36][CH:37]=2)=[O:30])=[C:13]2[C:18]=1[NH:17][C:16](=[O:19])[CH:15]=[CH:14]2)[C:2]1[CH:7]=[CH:6][CH:5]=[CH:4][CH:3]=1. The catalyst class is: 3. (4) Reactant: [Cl:1][C:2]1[CH:44]=[CH:43][C:5]([C:6]([NH:8][C:9]2[CH:14]=[CH:13][C:12]([O:15][CH2:16][CH2:17][N:18]3[C:22]([NH:23]C(C4C=CC=CC=4)(C4C=CC=CC=4)C4C=CC=CC=4)=[CH:21][CH:20]=[N:19]3)=[CH:11][CH:10]=2)=[O:7])=[C:4]([N:45]([CH3:47])[CH3:46])[CH:3]=1.Cl. Product: [NH2:23][C:22]1[N:18]([CH2:17][CH2:16][O:15][C:12]2[CH:11]=[CH:10][C:9]([NH:8][C:6](=[O:7])[C:5]3[CH:43]=[CH:44][C:2]([Cl:1])=[CH:3][C:4]=3[N:45]([CH3:46])[CH3:47])=[CH:14][CH:13]=2)[N:19]=[CH:20][CH:21]=1. The catalyst class is: 5. (5) Reactant: [Cl:1][C:2]1[C:3]([F:31])=[C:4]([CH:8]2[C:12]([C:15]3[CH:20]=[CH:19][C:18]([Cl:21])=[CH:17][C:16]=3[F:22])([C:13]#[N:14])[CH:11]([CH2:23][C:24]([CH3:27])([CH3:26])[CH3:25])[NH:10][CH:9]2[C:28]([OH:30])=O)[CH:5]=[CH:6][CH:7]=1.CN(C(ON1N=[N:47][C:42]2[CH:43]=C[CH:45]=[N:46][C:41]1=2)=[N+](C)C)C.F[P-](F)(F)(F)(F)F.CC[N:58](C(C)C)C(C)C. Product: [NH:46]1[CH:41]=[C:42]([CH2:43][NH:58][C:28]([CH:9]2[CH:8]([C:4]3[CH:5]=[CH:6][CH:7]=[C:2]([Cl:1])[C:3]=3[F:31])[C:12]([C:15]3[CH:20]=[CH:19][C:18]([Cl:21])=[CH:17][C:16]=3[F:22])([C:13]#[N:14])[CH:11]([CH2:23][C:24]([CH3:27])([CH3:26])[CH3:25])[NH:10]2)=[O:30])[N:47]=[CH:45]1. The catalyst class is: 2.